From a dataset of Full USPTO retrosynthesis dataset with 1.9M reactions from patents (1976-2016). Predict the reactants needed to synthesize the given product. Given the product [OH:26][CH2:27][C:28]([NH:31][S:32]([C:35]1[S:36][C:37]([CH3:41])=[C:38]([NH:40][C:12]([C:11]2[CH:10]=[N:9][N:8]3[C:3]([CH:2]([F:1])[F:25])=[CH:4][C:5]([C:15]4[CH:16]=[CH:17][C:18]([C:21]([F:24])([F:22])[F:23])=[CH:19][CH:20]=4)=[N:6][C:7]=23)=[O:13])[CH:39]=1)(=[O:34])=[O:33])([CH3:30])[CH3:29], predict the reactants needed to synthesize it. The reactants are: [F:1][CH:2]([F:25])[C:3]1[N:8]2[N:9]=[CH:10][C:11]([C:12](O)=[O:13])=[C:7]2[N:6]=[C:5]([C:15]2[CH:20]=[CH:19][C:18]([C:21]([F:24])([F:23])[F:22])=[CH:17][CH:16]=2)[CH:4]=1.[OH:26][CH2:27][C:28]([NH:31][S:32]([C:35]1[S:36][C:37]([CH3:41])=[C:38]([NH2:40])[CH:39]=1)(=[O:34])=[O:33])([CH3:30])[CH3:29].